This data is from Full USPTO retrosynthesis dataset with 1.9M reactions from patents (1976-2016). The task is: Predict the reactants needed to synthesize the given product. (1) Given the product [Cl:1][C:2]1[N:7]=[C:6]([C:10]#[C:9][C:11]2[CH:12]=[CH:13][C:14]([F:24])=[C:15]([NH:17][C:18](=[O:23])[C:19]([F:20])([F:21])[F:22])[CH:16]=2)[CH:5]=[CH:4][N:3]=1, predict the reactants needed to synthesize it. The reactants are: [Cl:1][C:2]1[N:7]=[C:6](Cl)[CH:5]=[CH:4][N:3]=1.[C:9]([C:11]1[CH:12]=[CH:13][C:14]([F:24])=[C:15]([NH:17][C:18](=[O:23])[C:19]([F:22])([F:21])[F:20])[CH:16]=1)#[CH:10]. (2) Given the product [ClH:19].[CH3:10][O:9][C:7]1[CH:8]=[C:3]([O:2][CH3:1])[N:4]=[C:5]([C:11]#[C:12][C:13]2[CH:18]=[CH:17][CH:16]=[CH:15][CH:14]=2)[N:6]=1, predict the reactants needed to synthesize it. The reactants are: [CH3:1][O:2][C:3]1[CH:8]=[C:7]([O:9][CH3:10])[N:6]=[C:5]([C:11]#[C:12][C:13]2[CH:18]=[CH:17][CH:16]=[CH:15][CH:14]=2)[N:4]=1.[ClH:19]. (3) Given the product [CH2:1]([O:3][C:4](=[O:16])[CH2:5][N:6]1[C:14]2[C:9](=[CH:10][CH:11]=[C:12]([O:15][CH2:24][C:23]3[C:18]([CH3:17])=[N:19][C:20]([C:26]4[CH:27]=[CH:28][C:29]([C:32]([F:35])([F:33])[F:34])=[CH:30][CH:31]=4)=[CH:21][CH:22]=3)[CH:13]=2)[CH:8]=[CH:7]1)[CH3:2], predict the reactants needed to synthesize it. The reactants are: [CH2:1]([O:3][C:4](=[O:16])[CH2:5][N:6]1[C:14]2[C:9](=[CH:10][CH:11]=[C:12]([OH:15])[CH:13]=2)[CH:8]=[CH:7]1)[CH3:2].[CH3:17][C:18]1[C:23]([CH2:24]O)=[CH:22][CH:21]=[C:20]([C:26]2[CH:31]=[CH:30][C:29]([C:32]([F:35])([F:34])[F:33])=[CH:28][CH:27]=2)[N:19]=1.C(P(CCCC)CCCC)CCC.CN(C)C(N=NC(N(C)C)=O)=O.